This data is from Forward reaction prediction with 1.9M reactions from USPTO patents (1976-2016). The task is: Predict the product of the given reaction. (1) Given the reactants [CH3:1][O:2][C:3]1[CH:12]=[C:11]2[C:6]([C:7]([CH3:14])=[CH:8][C:9](=[O:13])[NH:10]2)=[CH:5][CH:4]=1.[H-].[Na+].[C:17]([C:19]1([CH2:32][CH2:33]OS(C)(=O)=O)[CH2:24][CH2:23][N:22]([C:25]([O:27][C:28]([CH3:31])([CH3:30])[CH3:29])=[O:26])[CH2:21][CH2:20]1)#[N:18].C(=O)([O-])[O-].[K+].[K+], predict the reaction product. The product is: [C:17]([C:19]1([CH2:32][CH2:33][N:10]2[C:11]3[C:6](=[CH:5][CH:4]=[C:3]([O:2][CH3:1])[CH:12]=3)[C:7]([CH3:14])=[CH:8][C:9]2=[O:13])[CH2:24][CH2:23][N:22]([C:25]([O:27][C:28]([CH3:30])([CH3:29])[CH3:31])=[O:26])[CH2:21][CH2:20]1)#[N:18]. (2) Given the reactants [Cl:1][C:2]1[C:3]2[CH:10]=[CH:9][NH:8][C:4]=2[N:5]=[CH:6][N:7]=1.[H-].[Na+].[CH3:13][Si:14]([CH2:17][CH2:18][O:19][CH2:20]Cl)([CH3:16])[CH3:15], predict the reaction product. The product is: [Cl:1][C:2]1[C:3]2[CH:10]=[CH:9][N:8]([CH2:20][O:19][CH2:18][CH2:17][Si:14]([CH3:16])([CH3:15])[CH3:13])[C:4]=2[N:5]=[CH:6][N:7]=1. (3) Given the reactants [CH3:1][O:2][C:3]([C:5]1[S:6][C:7]([C:14]([OH:16])=O)=[CH:8][C:9]=1[C:10]([F:13])([F:12])[F:11])=[O:4].C(N(CC)CC)C.CN(C(ON1N=NC2C=CC=CC1=2)=[N+](C)C)C.F[P-](F)(F)(F)(F)F.C1C=CC2N(O)N=NC=2C=1.[C:58]([Si:62]([CH3:73])([CH3:72])[O:63][C:64]1[CH:65]=[C:66]([CH:69]=[CH:70][CH:71]=1)[CH2:67][NH2:68])([CH3:61])([CH3:60])[CH3:59], predict the reaction product. The product is: [CH3:1][O:2][C:3]([C:5]1[S:6][C:7]([C:14](=[O:16])[NH:68][CH2:67][C:66]2[CH:69]=[CH:70][CH:71]=[C:64]([O:63][Si:62]([C:58]([CH3:61])([CH3:60])[CH3:59])([CH3:72])[CH3:73])[CH:65]=2)=[CH:8][C:9]=1[C:10]([F:11])([F:12])[F:13])=[O:4]. (4) Given the reactants C([O:8][C:9]1[CH:10]=[C:11]([CH2:15][CH2:16][NH:17][C:18](=[O:24])[O:19][C:20]([CH3:23])([CH3:22])[CH3:21])[CH:12]=[CH:13][CH:14]=1)C1C=CC=CC=1, predict the reaction product. The product is: [OH:8][C:9]1[CH:10]=[C:11]([CH2:15][CH2:16][NH:17][C:18](=[O:24])[O:19][C:20]([CH3:22])([CH3:21])[CH3:23])[CH:12]=[CH:13][CH:14]=1. (5) The product is: [CH3:1][NH:2][CH2:3][CH2:4][C@H:5]([O:11][C:12]1[C:21]2[C:16](=[CH:17][CH:18]=[CH:19][CH:20]=2)[CH:15]=[CH:14][CH:13]=1)[C:6]1[S:10][CH:9]=[CH:8][CH:7]=1.[ClH:22]. Given the reactants [CH3:1][NH:2][CH2:3][CH2:4][C@H:5]([O:11][C:12]1[C:21]2[C:16](=[CH:17][CH:18]=[CH:19][CH:20]=2)[CH:15]=[CH:14][CH:13]=1)[C:6]1[S:10][CH:9]=[CH:8][CH:7]=1.[ClH:22].C1(C)C=CC=CC=1, predict the reaction product. (6) Given the reactants Cl.[CH3:2][N:3]([CH2:5][C:6]1[CH:13]=[CH:12][C:9]([CH:10]=O)=[CH:8][CH:7]=1)[CH3:4].[I:14][C:15]1[CH:20]=[CH:19][C:18]([NH:21][NH2:22])=[CH:17][CH:16]=1, predict the reaction product. The product is: [I:14][C:15]1[CH:20]=[CH:19][C:18]([NH:21][N:22]=[CH:10][C:9]2[CH:12]=[CH:13][C:6]([CH2:5][N:3]([CH3:4])[CH3:2])=[CH:7][CH:8]=2)=[CH:17][CH:16]=1.